This data is from NCI-60 drug combinations with 297,098 pairs across 59 cell lines. The task is: Regression. Given two drug SMILES strings and cell line genomic features, predict the synergy score measuring deviation from expected non-interaction effect. Drug 1: C1CN1C2=NC(=NC(=N2)N3CC3)N4CC4. Drug 2: CCC1=CC2CC(C3=C(CN(C2)C1)C4=CC=CC=C4N3)(C5=C(C=C6C(=C5)C78CCN9C7C(C=CC9)(C(C(C8N6C)(C(=O)OC)O)OC(=O)C)CC)OC)C(=O)OC.C(C(C(=O)O)O)(C(=O)O)O. Cell line: RXF 393. Synergy scores: CSS=20.2, Synergy_ZIP=-7.51, Synergy_Bliss=-10.7, Synergy_Loewe=-10.2, Synergy_HSA=-6.57.